From a dataset of Forward reaction prediction with 1.9M reactions from USPTO patents (1976-2016). Predict the product of the given reaction. (1) The product is: [C:28]([C:21]1[CH:22]=[C:23]([CH2:26][CH3:27])[CH:24]=[CH:25][C:20]=1[O:19][CH:17]([CH3:18])[CH2:16][CH2:15][S:14][C:11]1[CH:12]=[CH:13][C:8]([CH2:7][CH2:6][C:5]([OH:37])=[O:4])=[C:9]([CH3:36])[CH:10]=1)(=[O:35])[C:29]1[CH:30]=[CH:31][CH:32]=[CH:33][CH:34]=1. Given the reactants [OH-].[Na+].C[O:4][C:5](=[O:37])[CH2:6][CH2:7][C:8]1[CH:13]=[CH:12][C:11]([S:14][CH2:15][CH2:16][CH:17]([O:19][C:20]2[CH:25]=[CH:24][C:23]([CH2:26][CH3:27])=[CH:22][C:21]=2[C:28](=[O:35])[C:29]2[CH:34]=[CH:33][CH:32]=[CH:31][CH:30]=2)[CH3:18])=[CH:10][C:9]=1[CH3:36].Cl, predict the reaction product. (2) Given the reactants [C:1]([C:5]([CH2:7][N:8]1[C:14]2[CH:15]=[CH:16][CH:17]=[CH:18][C:13]=2[N:12]([CH:19]2[CH2:24][CH2:23][CH2:22][CH2:21][CH2:20]2)[CH2:11][C@@H:10]([NH2:25])[C:9]1=[O:26])=[O:6])([CH3:4])([CH3:3])[CH3:2].O.O.[C:29]([OH:34])(=[O:33])[C:30]([OH:32])=[O:31].CCCCCC, predict the reaction product. The product is: [OH2:6].[C:29]([OH:34])(=[O:33])[C:30]([OH:32])=[O:31].[C:1]([C:5]([CH2:7][N:8]1[C:14]2[CH:15]=[CH:16][CH:17]=[CH:18][C:13]=2[N:12]([CH:19]2[CH2:24][CH2:23][CH2:22][CH2:21][CH2:20]2)[CH2:11][C@@H:10]([NH2:25])[C:9]1=[O:26])=[O:6])([CH3:4])([CH3:2])[CH3:3]. (3) Given the reactants [O:1]1[CH2:5][CH2:4][O:3][CH:2]1[CH2:6][NH2:7].[CH2:8]([N:15]1[CH2:20][CH2:19][C:18](=O)[CH2:17][CH2:16]1)[C:9]1[CH:14]=[CH:13][CH:12]=[CH:11][CH:10]=1.C(O[BH-](OC(=O)C)OC(=O)C)(=O)C.[Na+], predict the reaction product. The product is: [CH2:8]([N:15]1[CH2:20][CH2:19][CH:18]([NH:7][CH2:6][CH:2]2[O:3][CH2:4][CH2:5][O:1]2)[CH2:17][CH2:16]1)[C:9]1[CH:14]=[CH:13][CH:12]=[CH:11][CH:10]=1. (4) Given the reactants [NH2:1][C:2]1[C:3]([NH:13][CH2:14][CH2:15][CH2:16][O:17][CH3:18])=[N:4][CH:5]=[C:6]([CH:12]=1)[C:7]([O:9][CH2:10][CH3:11])=[O:8].[N:19]#[C:20]Br.C(C1C=C(C=CC=1)C(O)=O)#N.C1C=C2N=NN(O)C2=CC=1.O.C(Cl)CCl, predict the reaction product. The product is: [NH2:19][C:20]1[N:13]([CH2:14][CH2:15][CH2:16][O:17][CH3:18])[C:3]2=[N:4][CH:5]=[C:6]([C:7]([O:9][CH2:10][CH3:11])=[O:8])[CH:12]=[C:2]2[N:1]=1. (5) Given the reactants [Cl:1][C:2]1[CH:7]=[CH:6][C:5]([C:8]2[C:17](=[O:18])[C:16]3[C:11](=[C:12]([OH:22])[C:13]([NH:19][CH:20]=[O:21])=[CH:14][CH:15]=3)[O:10][C:9]=2[CH:23]([CH3:25])[CH3:24])=[CH:4][CH:3]=1.C(=O)([O-])[O-].[Cs+].[Cs+].Br[CH2:33][CH2:34][CH2:35]Br, predict the reaction product. The product is: [Cl:1][C:2]1[CH:3]=[CH:4][C:5]([C:8]2[C:17](=[O:18])[C:16]3[CH:15]=[CH:14][C:13]4[N:19]([CH:20]=[O:21])[CH2:35][CH2:34][CH2:33][O:22][C:12]=4[C:11]=3[O:10][C:9]=2[CH:23]([CH3:25])[CH3:24])=[CH:6][CH:7]=1. (6) Given the reactants [N:1]([CH2:4][C@H:5]1[CH2:14][C@@H:13]2[C@:8]([CH3:17])([CH2:9][CH2:10][CH2:11][C:12]2([CH3:16])[CH3:15])[C@@H:7]([C:18]([C:20]2[CH:25]=[C:24]([O:26][CH3:27])[CH:23]=[C:22]([O:28][CH3:29])[CH:21]=2)=[O:19])[C@@H:6]1[CH3:30])=[N+]=[N-].C1(P(C2C=CC=CC=2)C2C=CC=CC=2)C=CC=CC=1.O, predict the reaction product. The product is: [CH3:29][O:28][C:22]1[CH:21]=[C:20]([C:18]([C@@H:7]2[C@:8]3([CH3:17])[C@H:13]([C:12]([CH3:15])([CH3:16])[CH2:11][CH2:10][CH2:9]3)[CH2:14][C@H:5]([CH2:4][NH2:1])[C@H:6]2[CH3:30])=[O:19])[CH:25]=[C:24]([O:26][CH3:27])[CH:23]=1. (7) Given the reactants [CH3:1][O:2][C:3](=[O:9])[CH2:4][CH2:5]C(O)=O.C1(P(N=[N+]=[N-])(C2C=CC=CC=2)=[O:17])C=CC=CC=1.C([N:29]([CH2:32]C)CC)C.[NH2:34][C:35]1[N:43]=[CH:42][C:41]([Br:44])=[CH:40][C:36]=1[C:37]([OH:39])=[O:38], predict the reaction product. The product is: [Br:44][C:41]1[CH:42]=[N:43][C:35]([NH:34][C:32]([NH:29][CH2:5][CH2:4][C:3]([O:2][CH3:1])=[O:9])=[O:17])=[C:36]([CH:40]=1)[C:37]([OH:39])=[O:38]. (8) Given the reactants [Br:1][C:2]1[CH:7]=[CH:6][CH:5]=[CH:4][C:3]=1[CH2:8][CH:9]=[O:10].[CH2:11]([Mg]Br)[CH2:12]C, predict the reaction product. The product is: [Br:1][C:2]1[CH:7]=[CH:6][CH:5]=[CH:4][C:3]=1[CH2:8][CH:9]([OH:10])[CH2:11][CH3:12]. (9) The product is: [F:23][C:19]1[C:18]([O:24][CH3:25])=[C:17]([C:13]2[CH:14]=[CH:15][CH:16]=[C:11]([N:9]3[CH:10]=[C:6]([C:4]([C:31]4[S:32][C:28]([CH3:27])=[CH:29][N:30]=4)=[O:5])[N:7]=[CH:8]3)[CH:12]=2)[CH:22]=[CH:21][CH:20]=1. Given the reactants CON(C)[C:4]([C:6]1[N:7]=[CH:8][N:9]([C:11]2[CH:12]=[C:13]([C:17]3[CH:22]=[CH:21][CH:20]=[C:19]([F:23])[C:18]=3[O:24][CH3:25])[CH:14]=[CH:15][CH:16]=2)[CH:10]=1)=[O:5].[CH3:27][C:28]1[S:32][CH:31]=[N:30][CH:29]=1, predict the reaction product.